Task: Predict which catalyst facilitates the given reaction.. Dataset: Catalyst prediction with 721,799 reactions and 888 catalyst types from USPTO (1) Reactant: [C:1]1([N:7]2[C:12](=[O:13])[C:11]3[S:14][CH:15]=[C:16]([C:17]4[CH:22]=[CH:21][CH:20]=[CH:19][CH:18]=4)[C:10]=3[N:9]=[CH:8]2)[CH:6]=[CH:5][CH:4]=[CH:3][CH:2]=1.[NH2:23][C:24]1C(C2C=CC=CC=2)=CSC=1C(OC)=O.C(OCC)(OCC)OCC.NC1C=C(C=CC=1)C#N. Product: [O:13]=[C:12]1[N:7]([C:1]2[CH:6]=[C:5]([CH:4]=[CH:3][CH:2]=2)[C:24]#[N:23])[CH:8]=[N:9][C:10]2[C:16]([C:17]3[CH:18]=[CH:19][CH:20]=[CH:21][CH:22]=3)=[CH:15][S:14][C:11]1=2. The catalyst class is: 15. (2) The catalyst class is: 9. Product: [CH2:36]([N:20]([C:21]1[CH:22]=[N:23][CH:24]=[C:25]([N:27]2[CH2:28][CH2:29][O:30][CH2:31][CH2:32]2)[CH:26]=1)[C:4]1[C:3]2[C:8](=[CH:9][C:10]([F:12])=[CH:11][C:2]=2[F:1])[N:7]=[C:6]([C:13]2[CH:18]=[CH:17][CH:16]=[CH:15][N:14]=2)[C:5]=1[CH3:19])[CH3:37]. Reactant: [F:1][C:2]1[CH:11]=[C:10]([F:12])[CH:9]=[C:8]2[C:3]=1[C:4]([NH:20][C:21]1[CH:22]=[N:23][CH:24]=[C:25]([N:27]3[CH2:32][CH2:31][O:30][CH2:29][CH2:28]3)[CH:26]=1)=[C:5]([CH3:19])[C:6]([C:13]1[CH:18]=[CH:17][CH:16]=[CH:15][N:14]=1)=[N:7]2.[H-].[Na+].I[CH2:36][CH3:37]. (3) Reactant: [CH2:1]([O:3][CH:4]([CH2:10][C:11]1[CH:16]=[CH:15][C:14]([OH:17])=[CH:13][CH:12]=1)[C:5]([O:7][CH2:8][CH3:9])=[O:6])[CH3:2].P([O-])([O-])([O-])=O. Product: [CH2:1]([O:3][C@H:4]([CH2:10][C:11]1[CH:12]=[CH:13][C:14]([OH:17])=[CH:15][CH:16]=1)[C:5]([O:7][CH2:8][CH3:9])=[O:6])[CH3:2]. The catalyst class is: 21.